This data is from Peptide-MHC class II binding affinity with 134,281 pairs from IEDB. The task is: Regression. Given a peptide amino acid sequence and an MHC pseudo amino acid sequence, predict their binding affinity value. This is MHC class II binding data. (1) The peptide sequence is MILVGVIMMFLSLGV. The MHC is DRB4_0101 with pseudo-sequence DRB4_0103. The binding affinity (normalized) is 0.585. (2) The MHC is DRB1_1501 with pseudo-sequence DRB1_1501. The peptide sequence is LVKPGAGIMIFDPYG. The binding affinity (normalized) is 0.577. (3) The peptide sequence is MGGLWKYLNAVSLCI. The MHC is HLA-DQA10201-DQB10402 with pseudo-sequence HLA-DQA10201-DQB10402. The binding affinity (normalized) is 0.389. (4) The peptide sequence is KNLYDHALMSIISTF. The MHC is DRB5_0101 with pseudo-sequence DRB5_0101. The binding affinity (normalized) is 0.688. (5) The MHC is HLA-DPA10103-DPB10401 with pseudo-sequence HLA-DPA10103-DPB10401. The binding affinity (normalized) is 0.0284. The peptide sequence is AAATAGTTPYGAFAA. (6) The peptide sequence is AAMGLRISSSFSFGG. The MHC is DRB1_0101 with pseudo-sequence DRB1_0101. The binding affinity (normalized) is 0.562. (7) The peptide sequence is RTLNKIVYIKPAKNI. The MHC is HLA-DPA10103-DPB10401 with pseudo-sequence HLA-DPA10103-DPB10401. The binding affinity (normalized) is 0.657. (8) The peptide sequence is EWEFVNTPPLVKLWY. The MHC is DRB1_0701 with pseudo-sequence DRB1_0701. The binding affinity (normalized) is 0.662. (9) The peptide sequence is YDKFGANVSTVLTGK. The MHC is DRB3_0202 with pseudo-sequence DRB3_0202. The binding affinity (normalized) is 0.922.